The task is: Predict the product of the given reaction.. This data is from Forward reaction prediction with 1.9M reactions from USPTO patents (1976-2016). (1) Given the reactants [NH2:1][C:2]([NH2:4])=[S:3].[Cl:5][C:6]1[C:15]2[O:14][CH2:13][C:12](=[O:16])[NH:11][C:10]=2[CH:9]=[C:8]([C:17](=[CH:20][C:21]2[CH:26]=[CH:25][C:24]([F:27])=[CH:23][CH:22]=2)[CH:18]=O)[CH:7]=1.Cl.[OH-].[Na+], predict the reaction product. The product is: [NH2:1][C:2]1[S:3][CH:20]([C:21]2[CH:26]=[CH:25][C:24]([F:27])=[CH:23][CH:22]=2)[C:17]([C:8]2[CH:7]=[C:6]([Cl:5])[C:15]3[O:14][CH2:13][C:12](=[O:16])[NH:11][C:10]=3[CH:9]=2)=[CH:18][N:4]=1. (2) The product is: [ClH:1].[Cl:1][C:2]1[CH:14]=[C:13]2[C:5]([CH2:6][CH2:7][C:8]32[CH2:12][CH2:11][N:10]([CH2:24][CH2:25][CH2:26][S:27][C:28]2[N:29]([CH3:40])[C:30]([C:33]4[S:37][C:36]([CH3:38])=[N:35][C:34]=4[CH3:39])=[N:31][N:32]=2)[CH2:9]3)=[CH:4][CH:3]=1. Given the reactants [Cl:1][C:2]1[CH:14]=[C:13]2[C:5]([CH2:6][CH2:7][C:8]32[CH2:12][CH2:11][NH:10][CH2:9]3)=[CH:4][CH:3]=1.C([O-])([O-])=O.[K+].[K+].[I-].[Na+].Cl[CH2:24][CH2:25][CH2:26][S:27][C:28]1[N:29]([CH3:40])[C:30]([C:33]2[S:37][C:36]([CH3:38])=[N:35][C:34]=2[CH3:39])=[N:31][N:32]=1, predict the reaction product. (3) Given the reactants [CH:1]1([C:4]2[N:13]=[C:12](N3CCC(C4C=CC=CC=4OC)CC3)[C:11]3[C:6](=[CH:7][C:8]([O:30][CH3:31])=[C:9]([O:28][CH3:29])[CH:10]=3)[N:5]=2)[CH2:3][CH2:2]1.[CH3:32][O:33][C:34]1[CH:35]=[C:36]([CH:40]2[CH2:44][CH2:43]N[CH2:41]2)[CH:37]=[CH:38][CH:39]=1.[CH3:45]OC1C=CC=CC=1C1CCNCC1, predict the reaction product. The product is: [CH:1]1([C:4]2[N:13]=[C:12]([CH:45]3[CH2:43][CH2:44][CH:40]([C:36]4[CH:37]=[CH:38][CH:39]=[C:34]([O:33][CH3:32])[CH:35]=4)[CH2:41]3)[C:11]3[C:6](=[CH:7][C:8]([O:30][CH3:31])=[C:9]([O:28][CH3:29])[CH:10]=3)[N:5]=2)[CH2:2][CH2:3]1. (4) Given the reactants [NH2:1][C:2]1[C:11]([N+:12]([O-])=O)=[CH:10][CH:9]=[C:8]([O:15][CH3:16])[C:3]=1[C:4]([O:6][CH3:7])=[O:5].[CH3:17][C:18](=O)[C:19](=O)[CH3:20], predict the reaction product. The product is: [CH3:17][C:18]1[C:19]([CH3:20])=[N:1][C:2]2[C:3]([C:4]([O:6][CH3:7])=[O:5])=[C:8]([O:15][CH3:16])[CH:9]=[CH:10][C:11]=2[N:12]=1. (5) Given the reactants [CH:1]1([O:6][C:7]2[CH:8]=[C:9]([C:15]3[CH2:19][C:18]([CH3:22])([C:20]#[N:21])[O:17][N:16]=3)[CH:10]=[CH:11][C:12]=2[O:13][CH3:14])[CH2:5][CH2:4][CH2:3][CH2:2]1.[N-:23]=[N+:24]=[N-:25].[Na+].Cl.C(N(CC)CC)C, predict the reaction product. The product is: [CH2:4]1[CH2:3][CH2:2][CH:1]([O:6][C:7]2[CH:8]=[C:9]([C:15]3[CH2:19][C:18]([C:20]4[NH:25][N:24]=[N:23][N:21]=4)([CH3:22])[O:17][N:16]=3)[CH:10]=[CH:11][C:12]=2[O:13][CH3:14])[CH2:5]1. (6) Given the reactants FC(F)(F)C1C=C(NC(=O)NC2C=CC(C3SC(CCC(OC)=O)=NC=3)=CC=2)C=CC=1.[NH2:32][C:33]1[CH:38]=[CH:37][C:36]([C:39]2[S:43][C:42]([CH2:44][NH:45][S:46]([C:49]([F:52])([F:51])[F:50])(=[O:48])=[O:47])=[N:41][CH:40]=2)=[CH:35][CH:34]=1.[F:53][C:54]1[CH:59]=[C:58]([F:60])[CH:57]=[C:56]([F:61])[C:55]=1[N:62]=[C:63]=[O:64], predict the reaction product. The product is: [F:52][C:49]([F:50])([F:51])[S:46]([NH:45][CH2:44][C:42]1[S:43][C:39]([C:36]2[CH:35]=[CH:34][C:33]([NH:32][C:63]([NH:62][C:55]3[C:56]([F:61])=[CH:57][C:58]([F:60])=[CH:59][C:54]=3[F:53])=[O:64])=[CH:38][CH:37]=2)=[CH:40][N:41]=1)(=[O:48])=[O:47].